From a dataset of Forward reaction prediction with 1.9M reactions from USPTO patents (1976-2016). Predict the product of the given reaction. (1) Given the reactants [CH3:1][C:2]1([CH3:10])[C:6](=[O:7])[CH2:5][C:4]([CH3:9])([CH3:8])[O:3]1.[Br:11]Br, predict the reaction product. The product is: [Br:11][CH:5]1[C:4]([CH3:9])([CH3:8])[O:3][C:2]([CH3:10])([CH3:1])[C:6]1=[O:7]. (2) Given the reactants [Br:1][C:2]1[CH:3]=[CH:4][C:5]([NH:8][NH2:9])=[N:6][CH:7]=1.C(N(CC)CC)C.C1COCC1.[Cl:22][C:23]1[CH:31]=[CH:30][CH:29]=[CH:28][C:24]=1[C:25](Cl)=[O:26], predict the reaction product. The product is: [Br:1][C:2]1[CH:3]=[CH:4][C:5]([NH:8][NH:9][C:25](=[O:26])[C:24]2[CH:28]=[CH:29][CH:30]=[CH:31][C:23]=2[Cl:22])=[N:6][CH:7]=1. (3) Given the reactants Br[C:2]1[C:3]([OH:21])=[C:4]([NH:8][S:9]([CH2:12][C:13]2[CH:18]=[C:17]([Cl:19])[CH:16]=[C:15]([Cl:20])[CH:14]=2)(=[O:11])=[O:10])[CH:5]=[N:6][CH:7]=1.[Cu][C:23]#[N:24], predict the reaction product. The product is: [C:23]([C:2]1[C:3]([OH:21])=[C:4]([NH:8][S:9]([CH2:12][C:13]2[CH:18]=[C:17]([Cl:19])[CH:16]=[C:15]([Cl:20])[CH:14]=2)(=[O:11])=[O:10])[CH:5]=[N:6][CH:7]=1)#[N:24]. (4) Given the reactants [CH3:1][C:2]1[NH:3][C:4]2[CH:10]=[CH:9][CH:8]=[CH:7][C:5]=2[N:6]=1.[CH2:11]([O:13][CH2:14][CH2:15]Cl)[CH3:12], predict the reaction product. The product is: [CH2:11]([O:13][CH2:14][CH2:15][N:3]1[C:4]2[CH:10]=[CH:9][CH:8]=[CH:7][C:5]=2[N:6]=[C:2]1[CH3:1])[CH3:12]. (5) Given the reactants [NH2:1][C:2]1[N:7]=[C:6]([C:8]([OH:10])=[O:9])[CH:5]=[CH:4][CH:3]=1.[C:11](Cl)(=O)C, predict the reaction product. The product is: [NH2:1][C:2]1[N:7]=[C:6]([C:8]([O:10][CH3:11])=[O:9])[CH:5]=[CH:4][CH:3]=1.